Dataset: Peptide-MHC class II binding affinity with 134,281 pairs from IEDB. Task: Regression. Given a peptide amino acid sequence and an MHC pseudo amino acid sequence, predict their binding affinity value. This is MHC class II binding data. (1) The peptide sequence is RETYLMCLSPLMANL. The MHC is DRB1_0101 with pseudo-sequence DRB1_0101. The binding affinity (normalized) is 1.00. (2) The peptide sequence is SQLVWMACHSMFE. The MHC is DRB1_1101 with pseudo-sequence DRB1_1101. The binding affinity (normalized) is 0.431.